From a dataset of CYP2C9 inhibition data for predicting drug metabolism from PubChem BioAssay. Regression/Classification. Given a drug SMILES string, predict its absorption, distribution, metabolism, or excretion properties. Task type varies by dataset: regression for continuous measurements (e.g., permeability, clearance, half-life) or binary classification for categorical outcomes (e.g., BBB penetration, CYP inhibition). Dataset: cyp2c9_veith. The molecule is COCC(=O)N1CCN(c2ccc([N+](=O)[O-])cc2)CC1. The result is 0 (non-inhibitor).